This data is from Forward reaction prediction with 1.9M reactions from USPTO patents (1976-2016). The task is: Predict the product of the given reaction. (1) Given the reactants [F:1][C:2]1[CH:3]=[C:4]([CH:43]=[CH:44][CH:45]=1)[CH2:5][N:6]1[CH:10]=[C:9]([C:11]2[C:19]3[C:14](=[N:15][CH:16]=[C:17]([C:20]4[CH:21]=[C:22]([NH:28][S:29]([CH3:32])(=[O:31])=[O:30])[C:23]([O:26][CH3:27])=[N:24][CH:25]=4)[CH:18]=3)[N:13](S(C3C=CC(C)=CC=3)(=O)=O)[CH:12]=2)[CH:8]=[N:7]1.[OH-].[Li+], predict the reaction product. The product is: [F:1][C:2]1[CH:3]=[C:4]([CH:43]=[CH:44][CH:45]=1)[CH2:5][N:6]1[CH:10]=[C:9]([C:11]2[C:19]3[C:14](=[N:15][CH:16]=[C:17]([C:20]4[CH:21]=[C:22]([NH:28][S:29]([CH3:32])(=[O:30])=[O:31])[C:23]([O:26][CH3:27])=[N:24][CH:25]=4)[CH:18]=3)[NH:13][CH:12]=2)[CH:8]=[N:7]1. (2) Given the reactants [CH3:1][O:2][C:3]1[C:4](=[C:8]([F:12])[CH:9]=[CH:10][CH:11]=1)[C:5]([OH:7])=[O:6].[H-].[Na+].[CH3:15][O:16][CH2:17]CCl.[CH3:20]N(C=O)C, predict the reaction product. The product is: [CH3:20][O:6][C:5](=[O:7])[C:4]1[C:3]([O:2][CH2:1][CH2:15][O:16][CH3:17])=[CH:11][CH:10]=[CH:9][C:8]=1[F:12]. (3) Given the reactants C[Al](C)C.[CH3:5][C:6]1[N:7]=[CH:8][C:9]([NH2:12])=[N:10][CH:11]=1.[C:13]([Si:17]([CH3:31])([CH3:30])[O:18][CH:19]1[CH2:22][N:21]([CH2:23][C@H:24]([OH:29])[C:25](OC)=[O:26])[CH2:20]1)([CH3:16])([CH3:15])[CH3:14].[C@H](O)(C([O-])=O)[C@@H](O)C([O-])=O.[Na+].[K+], predict the reaction product. The product is: [Si:17]([O:18][CH:19]1[CH2:22][N:21]([CH2:23][C@H:24]([OH:29])[C:25]([NH:12][C:9]2[CH:8]=[N:7][C:6]([CH3:5])=[CH:11][N:10]=2)=[O:26])[CH2:20]1)([C:13]([CH3:16])([CH3:15])[CH3:14])([CH3:31])[CH3:30]. (4) Given the reactants [N+:1]([C:4]1[CH:9]=[CH:8][C:7]([OH:10])=[CH:6][CH:5]=1)([O-])=O.Cl[CH2:12][CH:13]1[CH2:18][CH2:17][CH2:16][N:15]([CH3:19])[CH2:14]1, predict the reaction product. The product is: [CH3:19][N:15]1[CH2:16][CH2:17][CH2:18][CH:13]([CH2:12][O:10][C:7]2[CH:8]=[CH:9][C:4]([NH2:1])=[CH:5][CH:6]=2)[CH2:14]1. (5) Given the reactants [CH:1]1[C:10]2[C:5](=[CH:6][CH:7]=[CH:8][CH:9]=2)[CH:4]=[CH:3][C:2]=1[OH:11].C(=O)([O-])[O-].[K+].[K+].[CH2:18]([CH:20]1[O:22][CH2:21]1)Cl, predict the reaction product. The product is: [CH2:18]([O:11][C:2]1[CH:3]=[CH:4][C:5]2[C:10](=[CH:9][CH:8]=[CH:7][CH:6]=2)[CH:1]=1)[CH:20]1[O:22][CH2:21]1.